This data is from Forward reaction prediction with 1.9M reactions from USPTO patents (1976-2016). The task is: Predict the product of the given reaction. The product is: [OH:26][CH2:27][C:28]([NH:31][S:32]([C:35]1[S:39][C:38]([NH:40][C:12]([C:11]2[CH:10]=[N:9][N:8]3[C:3]([CH:2]([F:1])[F:25])=[CH:4][C:5]([C:15]4[CH:16]=[CH:17][C:18]([C:21]([F:22])([F:24])[F:23])=[CH:19][CH:20]=4)=[N:6][C:7]=23)=[O:14])=[N:37][CH:36]=1)(=[O:34])=[O:33])([CH3:30])[CH3:29]. Given the reactants [F:1][CH:2]([F:25])[C:3]1[N:8]2[N:9]=[CH:10][C:11]([C:12]([OH:14])=O)=[C:7]2[N:6]=[C:5]([C:15]2[CH:20]=[CH:19][C:18]([C:21]([F:24])([F:23])[F:22])=[CH:17][CH:16]=2)[CH:4]=1.[OH:26][CH2:27][C:28]([NH:31][S:32]([C:35]1[S:39][C:38]([NH2:40])=[N:37][CH:36]=1)(=[O:34])=[O:33])([CH3:30])[CH3:29], predict the reaction product.